This data is from Reaction yield outcomes from USPTO patents with 853,638 reactions. The task is: Predict the reaction yield, written as a fraction of the theoretical maximum amount of product (1.0 means a 100% yield; for example, 0.34 means a 34% yield). (1) The reactants are [CH2:1]([O:4][C:5]1([CH3:48])[CH2:10][CH2:9][N:8]([C:11]2[N:16]3[N:17]=[C:18]([CH2:20][O:21][CH2:22][C:23]4[CH:28]=[C:27]([F:29])[CH:26]=[CH:25][C:24]=4[O:30][C@H:31]([CH2:33][CH:34]=[CH2:35])[CH3:32])[CH:19]=[C:15]3[N:14]=[C:13]([CH3:36])[C:12]=2[C@H:37]([O:43][C:44]([CH3:47])([CH3:46])[CH3:45])[C:38]([O:40][CH2:41][CH3:42])=[O:39])[CH2:7][CH2:6]1)C=C. The catalyst is ClCCCl.C1(C)C=C(C)C=C(C)C=1N1CCN(C2C(C)=CC(C)=CC=2C)C1=[Ru](Cl)(Cl)=CC1C=CC=CC=1OC(C)C.[Cu]I. The product is [C:44]([O:43][C@@H:37]([C:12]1[C:13]([CH3:36])=[N:14][C:15]2=[CH:19][C:18]3=[N:17][N:16]2[C:11]=1[N:8]1[CH2:9][CH2:10][C:5]([CH3:48])([O:4][CH2:1][CH:35]=[CH:34][CH2:33][C@H:31]([CH3:32])[O:30][C:24]2[CH:25]=[CH:26][C:27]([F:29])=[CH:28][C:23]=2[CH2:22][O:21][CH2:20]3)[CH2:6][CH2:7]1)[C:38]([O:40][CH2:41][CH3:42])=[O:39])([CH3:46])([CH3:47])[CH3:45]. The yield is 0.325. (2) The reactants are [BH4-].[Na+].[CH:3]([C:5]1[CH:13]=[CH:12][CH:11]=[C:10]2[C:6]=1[CH:7]=[CH:8][N:9]2[C:14]1[CH:21]=[CH:20][CH:19]=[CH:18][C:15]=1[C:16]#[N:17])=[O:4]. The catalyst is CCO.C(Cl)Cl. The product is [OH:4][CH2:3][C:5]1[CH:13]=[CH:12][CH:11]=[C:10]2[C:6]=1[CH:7]=[CH:8][N:9]2[C:14]1[CH:21]=[CH:20][CH:19]=[CH:18][C:15]=1[C:16]#[N:17]. The yield is 0.990. (3) The reactants are [ClH:1].O1CCOCC1.OC(C(F)(F)F)=O.OC(C(F)(F)F)=O.[CH3:22][O:23][C:24]1[CH:53]=[CH:52][C:27]2[N:28]=[C:29]([N:31]3[CH2:36][CH2:35][N:34](C(OC(C)(C)C)=O)[CH2:33][CH:32]3[CH2:44][O:45][C:46]3[CH:47]=[N:48][CH:49]=[CH:50][CH:51]=3)[O:30][C:26]=2[CH:25]=1. The catalyst is CO. The product is [ClH:1].[CH3:22][O:23][C:24]1[CH:53]=[CH:52][C:27]2[N:28]=[C:29]([N:31]3[CH2:36][CH2:35][NH:34][CH2:33][CH:32]3[CH2:44][O:45][C:46]3[CH:47]=[N:48][CH:49]=[CH:50][CH:51]=3)[O:30][C:26]=2[CH:25]=1. The yield is 0.440.